The task is: Predict the reaction yield, written as a fraction of the theoretical maximum amount of product (1.0 means a 100% yield; for example, 0.34 means a 34% yield).. This data is from Reaction yield outcomes from USPTO patents with 853,638 reactions. (1) The reactants are [CH:1]1([N:7]([CH:18]2[CH2:23][CH2:22][CH2:21][CH2:20][CH2:19]2)[C:8]([NH:10][C:11]2[S:12][C:13]([CH:16]=O)=[CH:14][N:15]=2)=[O:9])[CH2:6][CH2:5][CH2:4][CH2:3][CH2:2]1.Cl.[CH3:25][O:26][C:27](=[O:30])[CH2:28][NH2:29].C(O[BH-](OC(=O)C)OC(=O)C)(=O)C.[Na+]. No catalyst specified. The product is [CH3:25][O:26][C:27](=[O:30])[CH2:28][NH:29][CH2:16][C:13]1[S:12][C:11]([NH:10][C:8]([N:7]([CH:18]2[CH2:23][CH2:22][CH2:21][CH2:20][CH2:19]2)[CH:1]2[CH2:6][CH2:5][CH2:4][CH2:3][CH2:2]2)=[O:9])=[N:15][CH:14]=1. The yield is 0.390. (2) The reactants are [CH2:1]([O:8][C:9]1[CH:10]=[CH:11][C:12]([O:26][CH:27]([CH3:29])[CH3:28])=[C:13]([C:15]2[NH:25][C:18]3=[N:19][C:20]([CH2:23]O)=[CH:21][CH:22]=[C:17]3[N:16]=2)[CH:14]=1)[C:2]1[CH:7]=[CH:6][CH:5]=[CH:4][CH:3]=1.S(Cl)([Cl:32])=O. The catalyst is C(Cl)(Cl)Cl. The product is [CH2:1]([O:8][C:9]1[CH:10]=[CH:11][C:12]([O:26][CH:27]([CH3:29])[CH3:28])=[C:13]([C:15]2[NH:25][C:18]3=[N:19][C:20]([CH2:23][Cl:32])=[CH:21][CH:22]=[C:17]3[N:16]=2)[CH:14]=1)[C:2]1[CH:7]=[CH:6][CH:5]=[CH:4][CH:3]=1. The yield is 0.960. (3) The reactants are [CH3:1][N:2]([CH3:14])[C:3]1[CH:8]=[CH:7][C:6]([C:9](=[O:13])[CH2:10][CH:11]=O)=[CH:5][CH:4]=1.Cl.[NH:16]1[C:20]([NH:21][NH2:22])=[N:19][N:18]=[N:17]1. The catalyst is C(O)C. The product is [NH:16]1[C:20]([NH:21]/[N:22]=[CH:11]/[CH2:10][C:9]([C:6]2[CH:7]=[CH:8][C:3]([N:2]([CH3:14])[CH3:1])=[CH:4][CH:5]=2)=[O:13])=[N:19][N:18]=[N:17]1. The yield is 0.480. (4) The reactants are [CH:1]1([C:5]2[N:6]=[C:7]([CH2:10][CH2:11][C:12]3[CH:40]=[CH:39][N:15]4[C:16](=[O:38])[C:17](/[CH:29]=[CH:30]/[C:31]([O:33][C:34]([CH3:37])([CH3:36])[CH3:35])=[O:32])=[C:18]([N:20]5[CH2:25][CH2:24]C[CH:22]([O:26]C=O)[CH2:21]5)[N:19]=[C:14]4[CH:13]=3)[S:8][CH:9]=2)[CH2:4][CH2:3][CH2:2]1.C1(C2N=C(CCC3C=CN4C(=O)C(C=O)=C(N5CCOCC5)N=C4C=3)SC=2)CCC1.C1(P(=O)(C2C=CC=CC=2)C2C=CC=CC=2)C=CC=CC=1. No catalyst specified. The product is [CH:1]1([C:5]2[N:6]=[C:7]([CH2:10][CH2:11][C:12]3[CH:40]=[CH:39][N:15]4[C:16](=[O:38])[C:17](/[CH:29]=[CH:30]/[C:31]([O:33][C:34]([CH3:37])([CH3:35])[CH3:36])=[O:32])=[C:18]([N:20]5[CH2:25][CH2:24][O:26][CH2:22][CH2:21]5)[N:19]=[C:14]4[CH:13]=3)[S:8][CH:9]=2)[CH2:4][CH2:3][CH2:2]1. The yield is 1.00. (5) The reactants are [C:1]([CH:4]([C:12](=[O:21])[CH2:13][S:14][C:15]1[CH:20]=[CH:19][CH:18]=[CH:17][CH:16]=1)C(OC(C)(C)C)=O)(=[O:3])[CH3:2].C(OC(C)(C)C)(=O)CC(C)=O.CC(C)([O-])C.[Na+].C1(SCC(Cl)=O)C=CC=CC=1. The catalyst is C(OCC)C. The product is [C:15]1([S:14][CH2:13][C:12](=[O:21])[CH2:4][C:1](=[O:3])[CH3:2])[CH:20]=[CH:19][CH:18]=[CH:17][CH:16]=1. The yield is 0.480. (6) The reactants are [CH3:1][C:2]1[N:7]=[C:6]([CH2:8][CH2:9][CH3:10])[NH:5][C:4](=[O:11])[C:3]=1[CH2:12][C:13]1[CH:18]=[CH:17][CH:16]=[CH:15][N:14]=1.Br[CH2:20][C:21]1[CH:26]=[CH:25][C:24]([C:27]2[CH:32]=[CH:31][CH:30]=[CH:29][C:28]=2[C:33]2[N:37]=[C:36](C(Cl)(Cl)Cl)[O:35][N:34]=2)=[CH:23][CH:22]=1.C(=O)([O-])[O-:43].[K+].[K+]. The catalyst is C(#N)C.C(OCC)(=O)C. The product is [CH3:1][C:2]1[N:7]=[C:6]([CH2:8][CH2:9][CH3:10])[N:5]([CH2:20][C:21]2[CH:26]=[CH:25][C:24]([C:27]3[CH:32]=[CH:31][CH:30]=[CH:29][C:28]=3[C:33]3[NH:37][C:36](=[O:43])[O:35][N:34]=3)=[CH:23][CH:22]=2)[C:4](=[O:11])[C:3]=1[CH2:12][C:13]1[CH:18]=[CH:17][CH:16]=[CH:15][N:14]=1. The yield is 0.0400. (7) The reactants are [Cl:1][C:2]1[CH:17]=[CH:16][C:5]([C:6]([NH:8][C:9]2[CH:10]=[N:11][C:12]([OH:15])=[CH:13][CH:14]=2)=[O:7])=[CH:4][CH:3]=1.C(NC1C=CC([O:33][C:34]([N:36]2[CH2:41][CH2:40][CH:39]([O:42][Si](C(C)(C)C)(C)C)[CH2:38][CH2:37]2)=O)=NC=1)(=O)C1C=CC=CC=1.C(N(CC)CC)C.CCCCCCC. The catalyst is CN(C)C=O. The product is [Cl:1][C:2]1[CH:17]=[CH:16][C:5]([C:6]([NH:8][C:9]2[CH:14]=[CH:13][C:12]([O:15][C:34]([N:36]3[CH2:41][CH2:40][CH:39]([OH:42])[CH2:38][CH2:37]3)=[O:33])=[N:11][CH:10]=2)=[O:7])=[CH:4][CH:3]=1. The yield is 0.430. (8) The reactants are [Cl:1][C:2]1[CH:10]=[C:9](I)[C:5]2[O:6][CH2:7][O:8][C:4]=2[C:3]=1[NH2:12].[CH3:13][O:14][CH:15]([CH3:19])[CH2:16][C:17]#[CH:18].C(NC(C)C)(C)C. The catalyst is C(OCC)(=O)C.Cl[Pd](Cl)([P](C1C=CC=CC=1)(C1C=CC=CC=1)C1C=CC=CC=1)[P](C1C=CC=CC=1)(C1C=CC=CC=1)C1C=CC=CC=1.[Cu]I. The product is [Cl:1][C:2]1[CH:10]=[C:9]([C:18]#[C:17][CH2:16][CH:15]([O:14][CH3:13])[CH3:19])[C:5]2[O:6][CH2:7][O:8][C:4]=2[C:3]=1[NH2:12]. The yield is 0.920. (9) The reactants are Cl.[CH3:2][O:3][C:4]1[CH:9]=[CH:8][C:7]([NH:10][NH2:11])=[CH:6][CH:5]=1.CO[CH:14](OC)[CH2:15][CH:16](OC)OC. The catalyst is C(O)C. The product is [CH3:2][O:3][C:4]1[CH:9]=[CH:8][C:7]([N:10]2[CH:16]=[CH:15][CH:14]=[N:11]2)=[CH:6][CH:5]=1. The yield is 0.970. (10) The reactants are [C:1]([C:3]1[CH:4]=[C:5]([C:13]2[O:17][N:16]=[C:15]([C:18]3[CH:27]=[CH:26][CH:25]=[C:24]4[C:19]=3[CH2:20][CH2:21][CH2:22][C@H:23]4[NH:28][S:29]([CH2:32][C:33](OC)=[O:34])(=[O:31])=[O:30])[N:14]=2)[CH:6]=[CH:7][C:8]=1[O:9][CH:10]([CH3:12])[CH3:11])#[N:2].[BH4-].[Na+].CO. The catalyst is C1COCC1. The product is [C:1]([C:3]1[CH:4]=[C:5]([C:13]2[O:17][N:16]=[C:15]([C:18]3[CH:27]=[CH:26][CH:25]=[C:24]4[C:19]=3[CH2:20][CH2:21][CH2:22][C@H:23]4[NH:28][S:29]([CH2:32][CH2:33][OH:34])(=[O:30])=[O:31])[N:14]=2)[CH:6]=[CH:7][C:8]=1[O:9][CH:10]([CH3:12])[CH3:11])#[N:2]. The yield is 0.660.